This data is from Forward reaction prediction with 1.9M reactions from USPTO patents (1976-2016). The task is: Predict the product of the given reaction. (1) Given the reactants [F:1][C:2]1[CH:29]=[C:28]([F:30])[CH:27]=[CH:26][C:3]=1[CH2:4][N:5]1[C:9]2=[CH:10][N:11]=[C:12]([C:14](OC)=[O:15])[CH:13]=[C:8]2[C:7]([CH2:18]SC2C=CC=CC=2)=[CH:6]1.[CH3:31][C:32]1([CH3:39])[O:36][C@H:35]([CH2:37][OH:38])[CH2:34][O:33]1.[CH3:40]CN(C(C)C)C(C)C.O, predict the reaction product. The product is: [F:1][C:2]1[CH:29]=[C:28]([F:30])[CH:27]=[CH:26][C:3]=1[CH2:4][N:5]1[C:9]2=[CH:10][N:11]=[C:12]([C:14](=[O:15])[CH3:40])[CH:13]=[C:8]2[C:7]([CH2:18][O:38][CH2:37][C@@H:35]2[CH2:34][O:33][C:32]([CH3:39])([CH3:31])[O:36]2)=[CH:6]1. (2) Given the reactants [CH3:1][N:2]1[C:11](=[O:12])[C:10]2[C:5](=[C:6]([N:13]3[C:19](=[O:20])[C:18]4[CH:21]=[N:22][C:23](SC)=[N:24][C:17]=4[N:16]4[CH2:27][CH2:28][CH2:29][C@H:15]4[CH2:14]3)[CH:7]=[CH:8][CH:9]=2)[N:4]=[CH:3]1.C1C=C(Cl)C=C(C(OO)=O)C=1.C(Cl)(Cl)Cl.[CH3:45][NH2:46].C1COCC1, predict the reaction product. The product is: [CH3:1][N:2]1[C:11](=[O:12])[C:10]2[C:5](=[C:6]([N:13]3[C:19](=[O:20])[C:18]4[CH:21]=[N:22][C:23]([NH:46][CH3:45])=[N:24][C:17]=4[N:16]4[CH2:27][CH2:28][CH2:29][C@H:15]4[CH2:14]3)[CH:7]=[CH:8][CH:9]=2)[N:4]=[CH:3]1. (3) Given the reactants [N:1]1[CH:6]=[CH:5][C:4]([C:7]2[C:8]([C:12]3[CH:29]=[CH:28][C:15]([O:16][CH2:17][C:18]4[CH:27]=[CH:26][C:25]5[C:20](=[CH:21][CH:22]=[CH:23][CH:24]=5)[N:19]=4)=[CH:14][CH:13]=3)=[N:9][NH:10][CH:11]=2)=[CH:3][CH:2]=1.Br[CH2:31][CH2:32][CH2:33][OH:34].C(=O)([O-])[O-].[Cs+].[Cs+], predict the reaction product. The product is: [N:1]1[CH:2]=[CH:3][C:4]([C:7]2[C:8]([C:12]3[CH:13]=[CH:14][C:15]([O:16][CH2:17][C:18]4[CH:27]=[CH:26][C:25]5[C:20](=[CH:21][CH:22]=[CH:23][CH:24]=5)[N:19]=4)=[CH:28][CH:29]=3)=[N:9][N:10]([CH2:31][CH2:32][CH2:33][OH:34])[CH:11]=2)=[CH:5][CH:6]=1. (4) Given the reactants C1(S(O)(=O)=O)C=CC=CC=1.[NH2:11][C:12]1[CH:13]=[C:14]2[C:27](=[CH:28][CH:29]=1)[CH2:26][C:16]1([C:24]3[C:19](=[N:20][CH:21]=[CH:22][CH:23]=3)[NH:18][C:17]1=[O:25])[CH2:15]2.Cl[C:31]1[N:36]=[CH:35][N:34]=[C:33]([C:37]([C:39]2[CH:40]=[C:41]([CH3:48])[C:42]3[O:46][CH2:45][CH2:44][C:43]=3[CH:47]=2)=[O:38])[CH:32]=1, predict the reaction product. The product is: [CH3:48][C:41]1[C:42]2[O:46][CH2:45][CH2:44][C:43]=2[CH:47]=[C:39]([C:37]([C:33]2[N:34]=[CH:35][N:36]=[C:31]([NH:11][C:12]3[CH:13]=[C:14]4[C:27](=[CH:28][CH:29]=3)[CH2:26][C:16]3([C:24]5[C:19](=[N:20][CH:21]=[CH:22][CH:23]=5)[NH:18][C:17]3=[O:25])[CH2:15]4)[CH:32]=2)=[O:38])[CH:40]=1.